Dataset: Full USPTO retrosynthesis dataset with 1.9M reactions from patents (1976-2016). Task: Predict the reactants needed to synthesize the given product. Given the product [CH2:37]([O:39][C:5]1[CH:4]=[C:3]([CH2:2][Cl:1])[CH:8]=[CH:7][C:6]=1[C:9]1[CH:10]=[CH:11][CH:12]=[C:13]([O:15][CH3:16])[CH:14]=1)[CH2:36][CH2:35][CH3:34], predict the reactants needed to synthesize it. The reactants are: [Cl:1][CH2:2][C:3]1[CH:8]=[CH:7][C:6]([C:9]2[CH:14]=[C:13]([O:15][CH3:16])[CH:12]=[CH:11][C:10]=2F)=[C:5]([C@H]2CCCC2(C)C)[CH:4]=1.ClCC1C=CC(C2C=[C:37]([O:39]C)[CH:36]=[CH:35][C:34]=2F)=C([C@@H]2CCCC2(C)C)C=1.S(Cl)(Cl)=O.C(Cl)Cl.CN(C=O)C.